Predict the reactants needed to synthesize the given product. From a dataset of Full USPTO retrosynthesis dataset with 1.9M reactions from patents (1976-2016). (1) Given the product [Br:1][C:2]1[CH:3]=[C:4]2[C:8](=[CH:9][CH:10]=1)[C:7](=[O:11])[N:6]([CH2:20][C:21]([F:24])([F:23])[F:22])[CH2:5]2, predict the reactants needed to synthesize it. The reactants are: [Br:1][C:2]1[CH:3]=[C:4]2[C:8](=[CH:9][CH:10]=1)[C:7](=[O:11])[NH:6][CH2:5]2.[H-].[Na+].FC(F)(F)S(O[CH2:20][C:21]([F:24])([F:23])[F:22])(=O)=O.C([O-])(O)=O.[Na+]. (2) Given the product [Br:1][C:2]1[C:3]([O:16][CH2:18][CH2:19][CH3:20])=[C:4]2[C:9](=[CH:10][CH:11]=1)[N:8]([C:12](=[O:14])[CH3:13])[C@@H:7]([CH3:15])[CH2:6][CH2:5]2, predict the reactants needed to synthesize it. The reactants are: [Br:1][C:2]1[C:3]([OH:16])=[C:4]2[C:9](=[CH:10][CH:11]=1)[N:8]([C:12](=[O:14])[CH3:13])[C@@H:7]([CH3:15])[CH2:6][CH2:5]2.Br[CH2:18][CH2:19][CH3:20].CC(C)([O-])C.[K+].O. (3) Given the product [CH3:13][C:11]1[C:10]2[C:6](=[CH:7][N:8]([CH2:14][O:15][CH2:16][CH2:17][Si:18]([CH3:19])([CH3:21])[CH3:20])[N:9]=2)[CH:5]=[C:4]([CH2:3][CH:2]([C:22]2[CH:23]=[C:24]([CH:29]=[CH:30][N:31]=2)[C:25]([OH:26])=[O:63])[O:1][C:49]([N:46]2[CH2:45][CH2:44][CH:43]([N:42]3[CH2:41][C:40]4[C:35](=[CH:36][CH:37]=[CH:38][CH:39]=4)[NH:34][C:33]3=[O:32])[CH2:48][CH2:47]2)=[O:50])[CH:12]=1, predict the reactants needed to synthesize it. The reactants are: [OH:1][CH:2]([C:22]1[CH:23]=[C:24]([CH:29]=[CH:30][N:31]=1)[C:25](OC)=[O:26])[CH2:3][C:4]1[CH:12]=[C:11]([CH3:13])[C:10]2[C:6](=[CH:7][N:8]([CH2:14][O:15][CH2:16][CH2:17][Si:18]([CH3:21])([CH3:20])[CH3:19])[N:9]=2)[CH:5]=1.[O:32]=[C:33]1[N:42]([CH:43]2[CH2:48][CH2:47][N:46]([C:49](OC3C=CC([N+]([O-])=O)=CC=3)=[O:50])[CH2:45][CH2:44]2)[CH2:41][C:40]2[C:35](=[CH:36][CH:37]=[CH:38][CH:39]=2)[NH:34]1.[H-].[Na+].[O:63]1CCCC1.